From a dataset of Catalyst prediction with 721,799 reactions and 888 catalyst types from USPTO. Predict which catalyst facilitates the given reaction. (1) Reactant: [C:1]([C:4]1[CH:11]=[CH:10][C:7]([CH:8]=[O:9])=[CH:6][CH:5]=1)([OH:3])=[O:2].C(=O)([O-])[O-].[Cs+].[Cs+].[CH2:18](Br)[C:19]1[CH:24]=[CH:23][CH:22]=[CH:21][CH:20]=1. Product: [CH:8]([C:7]1[CH:10]=[CH:11][C:4]([C:1]([O:3][CH2:18][C:19]2[CH:24]=[CH:23][CH:22]=[CH:21][CH:20]=2)=[O:2])=[CH:5][CH:6]=1)=[O:9]. The catalyst class is: 3. (2) Reactant: [NH2:1][CH2:2][C:3]1[CH:4]=[C:5]2[C:10](=[CH:11][CH:12]=1)[N:9]([CH:13]1[CH2:18][CH2:17][O:16][CH2:15][CH2:14]1)[C:8](=[O:19])[N:7]([CH2:20][C:21]1[CH:26]=[CH:25][C:24]([O:27][CH3:28])=[C:23]([O:29][CH3:30])[CH:22]=1)[C:6]2=[O:31].[O-:32][C:33]#[N:34].[K+]. Product: [CH3:30][O:29][C:23]1[CH:22]=[C:21]([CH:26]=[CH:25][C:24]=1[O:27][CH3:28])[CH2:20][N:7]1[C:6](=[O:31])[C:5]2[C:10](=[CH:11][CH:12]=[C:3]([CH2:2][NH:1][C:33]([NH2:34])=[O:32])[CH:4]=2)[N:9]([CH:13]2[CH2:18][CH2:17][O:16][CH2:15][CH2:14]2)[C:8]1=[O:19]. The catalyst class is: 15. (3) Reactant: C[O:2][C:3]([C:5]1[O:9][N:8]=[C:7]([CH:10]([CH2:12][CH3:13])[CH3:11])[CH:6]=1)=[O:4].[Li+].[OH-]. Product: [CH:10]([C:7]1[CH:6]=[C:5]([C:3]([OH:4])=[O:2])[O:9][N:8]=1)([CH2:12][CH3:13])[CH3:11]. The catalyst class is: 5. (4) Reactant: [CH3:1][N:2]([CH3:24])[N:3]=[CH:4][C:5]1[CH:13]=[CH:12][CH:11]=[C:10]2[C:6]=1[C:7](=[O:23])N(C1CCC(=O)NC1=O)[C:9]2=[O:14].CN(C)N=CC1[O:30]C=CC=1.FC(F)(F)C(O)=O. Product: [CH3:24][N:2]([CH3:1])[N:3]=[CH:4][C:5]1[CH:13]=[CH:12][CH:11]=[C:10]2[C:6]=1[C:7](=[O:23])[O:30][C:9]2=[O:14]. The catalyst class is: 13. (5) Reactant: [Cl:1][C:2]1[CH:7]=[C:6]2[NH:8][C:9](=[O:43])[C@@:10]3([C@H:14]([CH2:15][C:16]([CH3:20])([CH3:19])[CH2:17][F:18])[NH:13][C@@H:12]([C:21]([O:23][C:24]4[CH:32]=[CH:31][C:27]([C:28]([OH:30])=O)=[CH:26][C:25]=4[O:33][CH3:34])=[O:22])[C@@H:11]3[C:35]3[CH:40]=[CH:39][CH:38]=[C:37]([Cl:41])[C:36]=3[F:42])[C:5]2=[CH:4][CH:3]=1.C1N=C[N:46](C(N2C=NC=C2)=O)C=1.N. Product: [Cl:1][C:2]1[CH:7]=[C:6]2[NH:8][C:9](=[O:43])[C@@:10]3([C@H:14]([CH2:15][C:16]([CH3:20])([CH3:19])[CH2:17][F:18])[NH:13][C@@H:12]([C:21]([O:23][C:24]4[CH:32]=[CH:31][C:27]([C:28](=[O:30])[NH2:46])=[CH:26][C:25]=4[O:33][CH3:34])=[O:22])[C@@H:11]3[C:35]3[CH:40]=[CH:39][CH:38]=[C:37]([Cl:41])[C:36]=3[F:42])[C:5]2=[CH:4][CH:3]=1. The catalyst class is: 1.